The task is: Predict the reactants needed to synthesize the given product.. This data is from Full USPTO retrosynthesis dataset with 1.9M reactions from patents (1976-2016). (1) Given the product [O:1]1[C:10]2[CH:9]=[C:8]([CH2:11][N:12]([C:34]([O:36][C:37]([CH3:40])([CH3:39])[CH3:38])=[O:35])[CH:13]3[CH2:18][CH2:17][N:16]([C:19]([O:21][CH2:22][C:23]4[CH:24]=[CH:25][CH:26]=[CH:27][CH:28]=4)=[O:20])[CH2:15][CH2:14]3)[N:7]=[CH:6][C:5]=2[O:4][CH2:3][CH2:2]1, predict the reactants needed to synthesize it. The reactants are: [O:1]1[C:10]2[CH:9]=[C:8]([CH2:11][NH:12][CH:13]3[CH2:18][CH2:17][N:16]([C:19]([O:21][CH2:22][C:23]4[CH:28]=[CH:27][CH:26]=[CH:25][CH:24]=4)=[O:20])[CH2:15][CH2:14]3)[N:7]=[CH:6][C:5]=2[O:4][CH2:3][CH2:2]1.C(=O)(O)[O-].[Na+].[C:34](O[C:34]([O:36][C:37]([CH3:40])([CH3:39])[CH3:38])=[O:35])([O:36][C:37]([CH3:40])([CH3:39])[CH3:38])=[O:35]. (2) Given the product [C:41]([O:40][C:38]([N:14]1[CH2:18][CH2:17][C:16]([C:23]2[CH:24]=[CH:25][C:26]([Cl:29])=[CH:27][CH:28]=2)([C:19]([OH:21])=[O:20])[CH2:15]1)=[O:39])([CH3:42])([CH3:43])[CH3:44], predict the reactants needed to synthesize it. The reactants are: ClC(OC=O)C.C([N:14]1[CH2:18][CH2:17][C:16]([C:23]2[CH:28]=[CH:27][C:26]([Cl:29])=[CH:25][CH:24]=2)([C:19]([O:21]C)=[O:20])[CH2:15]1)C1C=CC=CC=1.[CH3:42][C:41]([O:40][C:38](O[C:38]([O:40][C:41]([CH3:44])([CH3:43])[CH3:42])=[O:39])=[O:39])([CH3:44])[CH3:43]. (3) Given the product [CH3:1][C:2]1[CH:7]=[C:6]([CH3:8])[CH:5]=[CH:4][C:3]=1[C:9]1[C:13]([C:14]([N:18]2[CH2:23][CH2:22][CH2:21][C@H:20]([C:24]([OH:27])([CH3:26])[CH3:25])[CH2:19]2)=[O:16])=[CH:12][O:11][N:10]=1, predict the reactants needed to synthesize it. The reactants are: [CH3:1][C:2]1[CH:7]=[C:6]([CH3:8])[CH:5]=[CH:4][C:3]=1[C:9]1[C:13]([C:14]([OH:16])=O)=[CH:12][O:11][N:10]=1.Cl.[NH:18]1[CH2:23][CH2:22][CH2:21][C@H:20]([C:24]([OH:27])([CH3:26])[CH3:25])[CH2:19]1.C(N(CC)CC)C.